The task is: Predict the reactants needed to synthesize the given product.. This data is from Full USPTO retrosynthesis dataset with 1.9M reactions from patents (1976-2016). (1) Given the product [Cl:1][C:2]1[CH:3]=[C:4]([O:13][CH:17]2[CH2:18][CH2:19][O:14][CH2:15][CH2:16]2)[C:5]([CH3:12])=[C:6]([CH:11]=1)[C:7]([O:9][CH3:10])=[O:8], predict the reactants needed to synthesize it. The reactants are: [Cl:1][C:2]1[CH:3]=[C:4]([OH:13])[C:5]([CH3:12])=[C:6]([CH:11]=1)[C:7]([O:9][CH3:10])=[O:8].[O:14]1[CH2:19][CH2:18][CH:17](O)[CH2:16][CH2:15]1.C1(P(C2C=CC=CC=2)C2C=CC=CC=2)C=CC=CC=1.CC(OC(/N=N/C(OC(C)C)=O)=O)C. (2) Given the product [C:16]([O:20][C:21](=[O:22])[NH:6][C:5]1[CH:7]=[CH:8][C:2]([F:1])=[CH:3][CH:4]=1)([CH3:19])([CH3:18])[CH3:17], predict the reactants needed to synthesize it. The reactants are: [F:1][C:2]1[CH:8]=[CH:7][C:5]([NH2:6])=[CH:4][CH:3]=1.C(N(CC)CC)C.[C:16]([O:20][C:21](O[C:21]([O:20][C:16]([CH3:19])([CH3:18])[CH3:17])=[O:22])=[O:22])([CH3:19])([CH3:18])[CH3:17]. (3) Given the product [N+:28]([C:31]1[CH:36]=[CH:35][C:34]([C:14]2[S:13][C:12]([CH:15]3[CH2:16][CH2:17][N:18]([CH2:21][C:22]([O:24][CH2:25][CH3:26])=[O:23])[CH2:19][CH2:20]3)=[N:11][CH:10]=2)=[CH:33][CH:32]=1)([O-:30])=[O:29], predict the reactants needed to synthesize it. The reactants are: [N+](C1C=CC([C:10]2[N:11]=[C:12]([CH:15]3[CH2:20][CH2:19][N:18]([CH2:21][C:22]([O:24][CH2:25][CH3:26])=[O:23])[CH2:17][CH2:16]3)[S:13][CH:14]=2)=CC=1)([O-])=O.Cl.[N+:28]([C:31]1[CH:36]=[CH:35][C:34](C2SC(C3CCNCC3)=NC=2)=[CH:33][CH:32]=1)([O-:30])=[O:29].ClCC(OCC)=O. (4) Given the product [CH3:1][O:2][C:3](=[O:12])[C:4]1[CH:9]=[CH:8][CH:7]=[C:6]([NH:10][CH:40]2[CH2:39][CH2:38][N:37]([CH2:30][C:31]3[CH:36]=[CH:35][CH:34]=[CH:33][CH:32]=3)[CH2:42][CH2:41]2)[C:5]=1[OH:11], predict the reactants needed to synthesize it. The reactants are: [CH3:1][O:2][C:3](=[O:12])[C:4]1[CH:9]=[CH:8][CH:7]=[C:6]([NH2:10])[C:5]=1[OH:11].NC1C=CC(C#N)=CC=1OC1C=CC=CC=1Br.[CH2:30]([N:37]1[CH2:42][CH2:41][C:40](=O)[CH2:39][CH2:38]1)[C:31]1[CH:36]=[CH:35][CH:34]=[CH:33][CH:32]=1.C(OC(N1CCC(=O)CC1)=O)(C)(C)C.C(O[BH-](OC(=O)C)OC(=O)C)(=O)C.C[N+](C)(C)C.C(O[BH-](OC(=O)C)OC(=O)C)(=O)C.[Na+].